This data is from Peptide-MHC class I binding affinity with 185,985 pairs from IEDB/IMGT. The task is: Regression. Given a peptide amino acid sequence and an MHC pseudo amino acid sequence, predict their binding affinity value. This is MHC class I binding data. (1) The peptide sequence is KQNPDIVIY. The MHC is HLA-A33:01 with pseudo-sequence HLA-A33:01. The binding affinity (normalized) is 0. (2) The peptide sequence is VYINHPFMY. The MHC is HLA-A23:01 with pseudo-sequence HLA-A23:01. The binding affinity (normalized) is 0.683. (3) The peptide sequence is ILSPHNVVT. The MHC is HLA-A02:01 with pseudo-sequence HLA-A02:01. The binding affinity (normalized) is 0.343. (4) The binding affinity (normalized) is 0.0847. The MHC is HLA-B07:02 with pseudo-sequence HLA-B07:02. The peptide sequence is HRIQEELFY. (5) The peptide sequence is IQTSVNTVVR. The MHC is HLA-A03:01 with pseudo-sequence HLA-A03:01. The binding affinity (normalized) is 0.0213. (6) The peptide sequence is ILLARLFLY. The MHC is HLA-B40:01 with pseudo-sequence HLA-B40:01. The binding affinity (normalized) is 0.213.